From a dataset of NCI-60 drug combinations with 297,098 pairs across 59 cell lines. Regression. Given two drug SMILES strings and cell line genomic features, predict the synergy score measuring deviation from expected non-interaction effect. (1) Synergy scores: CSS=9.55, Synergy_ZIP=-3.17, Synergy_Bliss=0.589, Synergy_Loewe=-27.0, Synergy_HSA=0.914. Drug 1: CC=C1C(=O)NC(C(=O)OC2CC(=O)NC(C(=O)NC(CSSCCC=C2)C(=O)N1)C(C)C)C(C)C. Cell line: ACHN. Drug 2: CC(C)(C#N)C1=CC(=CC(=C1)CN2C=NC=N2)C(C)(C)C#N. (2) Drug 1: C1=CC(=CC=C1CC(C(=O)O)N)N(CCCl)CCCl.Cl. Drug 2: C1C(C(OC1N2C=NC3=C2NC=NCC3O)CO)O. Cell line: HL-60(TB). Synergy scores: CSS=37.4, Synergy_ZIP=0.530, Synergy_Bliss=0.458, Synergy_Loewe=-30.7, Synergy_HSA=-0.945. (3) Drug 1: C1=CC(=C2C(=C1NCCNCCO)C(=O)C3=C(C=CC(=C3C2=O)O)O)NCCNCCO. Drug 2: CCCCCOC(=O)NC1=NC(=O)N(C=C1F)C2C(C(C(O2)C)O)O. Cell line: OVCAR-5. Synergy scores: CSS=23.1, Synergy_ZIP=-6.28, Synergy_Bliss=0.580, Synergy_Loewe=-11.1, Synergy_HSA=1.71. (4) Drug 2: CC1=C(C(=O)C2=C(C1=O)N3CC4C(C3(C2COC(=O)N)OC)N4)N. Cell line: SNB-19. Drug 1: C1CCN(CC1)CCOC2=CC=C(C=C2)C(=O)C3=C(SC4=C3C=CC(=C4)O)C5=CC=C(C=C5)O. Synergy scores: CSS=41.8, Synergy_ZIP=-0.358, Synergy_Bliss=-1.65, Synergy_Loewe=-8.80, Synergy_HSA=-0.475.